Predict which catalyst facilitates the given reaction. From a dataset of Catalyst prediction with 721,799 reactions and 888 catalyst types from USPTO. (1) Reactant: [F:1][C:2]1[CH:7]=[CH:6][C:5]([C:8]2[O:9][C:10]3[CH:20]=[C:19]([N:21]([CH3:26])[S:22]([CH3:25])(=[O:24])=[O:23])[C:18]([C:27]4[CH:32]=[CH:31][C:30]([O:33][CH3:34])=[C:29]([C:35]5[O:36][C:37]6[CH:43]=[CH:42][CH:41]=[C:40]([N+:44]([O-])=O)[C:38]=6[N:39]=5)[CH:28]=4)=[CH:17][C:11]=3[C:12]=2[C:13]([NH:15][CH3:16])=[O:14])=[CH:4][CH:3]=1.[NH4+].[Cl-]. Product: [NH2:44][C:40]1[C:38]2[N:39]=[C:35]([C:29]3[CH:28]=[C:27]([C:18]4[C:19]([N:21]([CH3:26])[S:22]([CH3:25])(=[O:23])=[O:24])=[CH:20][C:10]5[O:9][C:8]([C:5]6[CH:4]=[CH:3][C:2]([F:1])=[CH:7][CH:6]=6)=[C:12]([C:13]([NH:15][CH3:16])=[O:14])[C:11]=5[CH:17]=4)[CH:32]=[CH:31][C:30]=3[O:33][CH3:34])[O:36][C:37]=2[CH:43]=[CH:42][CH:41]=1. The catalyst class is: 406. (2) Reactant: [Br:1][C:2]1[C:10]2[C:5](=[CH:6][CH:7]=[C:8]([C:11]3[C:16]([F:17])=[CH:15][CH:14]=[CH:13][C:12]=3[F:18])[CH:9]=2)[NH:4][N:3]=1.C1(C)C=CC(S(O)(=O)=O)=CC=1.[O:30]1[CH:35]=[CH:34][CH2:33][CH2:32][CH2:31]1.O. Product: [Br:1][C:2]1[C:10]2[C:5](=[CH:6][CH:7]=[C:8]([C:11]3[C:12]([F:18])=[CH:13][CH:14]=[CH:15][C:16]=3[F:17])[CH:9]=2)[N:4]([CH:31]2[CH2:32][CH2:33][CH2:34][CH2:35][O:30]2)[N:3]=1. The catalyst class is: 1. (3) Reactant: C(=O)([O-])[O-].[K+].[K+].[C:7]([O:11][C:12]([N:14]1[CH2:19][CH:18]2[C:16]([C:20]3[CH:25]=[CH:24][C:23](Br)=[CH:22][CH:21]=3)([CH2:17]2)[CH2:15]1)=[O:13])([CH3:10])([CH3:9])[CH3:8].[NH:27]1[CH2:31][CH2:30][CH2:29][C:28]1=[O:32].C(N)CN. Product: [C:7]([O:11][C:12]([N:14]1[CH2:19][CH:18]2[C:16]([C:20]3[CH:25]=[CH:24][C:23]([N:27]4[CH2:31][CH2:30][CH2:29][C:28]4=[O:32])=[CH:22][CH:21]=3)([CH2:17]2)[CH2:15]1)=[O:13])([CH3:10])([CH3:9])[CH3:8]. The catalyst class is: 432. (4) Reactant: Cl.[Br:2][C:3]1[CH:8]=[CH:7][CH:6]=[CH:5][C:4]=1[NH:9]N.[CH3:11][N:12]1[CH2:17][CH2:16][C:15](=O)[CH2:14][CH2:13]1.Cl. Product: [Br:2][C:3]1[C:4]2[NH:9][C:15]3[CH2:16][CH2:17][N:12]([CH3:11])[CH2:13][C:14]=3[C:5]=2[CH:6]=[CH:7][CH:8]=1. The catalyst class is: 15. (5) Reactant: O=[C:2]([C:9]1[CH:14]=[C:13]([F:15])[C:12]([F:16])=[CH:11][C:10]=1[F:17])[CH2:3][C:4]([O:6][CH2:7][CH3:8])=[O:5].COC(OC)[N:21]([CH3:23])C.Cl.[C:27]1([NH:33]N)[CH:32]=[CH:31][CH:30]=[CH:29][CH:28]=1. Product: [C:27]1([N:33]2[C:2]([C:9]3[CH:14]=[C:13]([F:15])[C:12]([F:16])=[CH:11][C:10]=3[F:17])=[C:3]([C:4]([O:6][CH2:7][CH3:8])=[O:5])[CH:23]=[N:21]2)[CH:32]=[CH:31][CH:30]=[CH:29][CH:28]=1. The catalyst class is: 653.